Dataset: Cav3 T-type calcium channel HTS with 100,875 compounds. Task: Binary Classification. Given a drug SMILES string, predict its activity (active/inactive) in a high-throughput screening assay against a specified biological target. (1) The compound is o1c(/C=C\C(=O)Nc2c3c(nccc3)ccc2)ccc1C. The result is 0 (inactive). (2) The molecule is S(c1n(c(nn1)Cc1sccc1)c1ccccc1)Cc1onc(n1)c1ccccc1. The result is 1 (active).